Dataset: NCI-60 drug combinations with 297,098 pairs across 59 cell lines. Task: Regression. Given two drug SMILES strings and cell line genomic features, predict the synergy score measuring deviation from expected non-interaction effect. (1) Drug 1: CC1=C(N=C(N=C1N)C(CC(=O)N)NCC(C(=O)N)N)C(=O)NC(C(C2=CN=CN2)OC3C(C(C(C(O3)CO)O)O)OC4C(C(C(C(O4)CO)O)OC(=O)N)O)C(=O)NC(C)C(C(C)C(=O)NC(C(C)O)C(=O)NCCC5=NC(=CS5)C6=NC(=CS6)C(=O)NCCC[S+](C)C)O. Drug 2: CC(C)NC(=O)C1=CC=C(C=C1)CNNC.Cl. Cell line: SNB-19. Synergy scores: CSS=21.8, Synergy_ZIP=-7.07, Synergy_Bliss=3.81, Synergy_Loewe=-21.4, Synergy_HSA=1.35. (2) Drug 1: C1=CC(=CC=C1CC(C(=O)O)N)N(CCCl)CCCl.Cl. Drug 2: C1=CC=C(C=C1)NC(=O)CCCCCCC(=O)NO. Cell line: SK-MEL-2. Synergy scores: CSS=21.8, Synergy_ZIP=-10.2, Synergy_Bliss=-4.44, Synergy_Loewe=-18.5, Synergy_HSA=-6.05.